Dataset: Full USPTO retrosynthesis dataset with 1.9M reactions from patents (1976-2016). Task: Predict the reactants needed to synthesize the given product. Given the product [Cl:1][C:2]1[CH:7]=[CH:6][CH:5]=[CH:4][C:3]=1[NH:8][C:9]([C:11]1[CH:15]=[CH:14][N:13]([C:16](=[O:34])[CH2:17][CH2:18][CH2:19][CH2:20][CH2:21][CH2:22][CH2:23]/[CH:24]=[CH:25]\[CH2:26][CH2:27][CH2:28][CH2:29][CH2:30][CH2:31][CH2:32][CH3:33])[N:12]=1)=[O:10], predict the reactants needed to synthesize it. The reactants are: [Cl:1][C:2]1[CH:7]=[CH:6][CH:5]=[CH:4][C:3]=1[NH:8][C:9]([C:11]1[CH:15]=[CH:14][NH:13][N:12]=1)=[O:10].[C:16](Cl)(=[O:34])[CH2:17][CH2:18][CH2:19][CH2:20][CH2:21][CH2:22][CH2:23]/[CH:24]=[CH:25]\[CH2:26][CH2:27][CH2:28][CH2:29][CH2:30][CH2:31][CH2:32][CH3:33].